From a dataset of NCI-60 drug combinations with 297,098 pairs across 59 cell lines. Regression. Given two drug SMILES strings and cell line genomic features, predict the synergy score measuring deviation from expected non-interaction effect. (1) Drug 1: CC1C(C(CC(O1)OC2CC(CC3=C2C(=C4C(=C3O)C(=O)C5=C(C4=O)C(=CC=C5)OC)O)(C(=O)C)O)N)O.Cl. Drug 2: CCC1(CC2CC(C3=C(CCN(C2)C1)C4=CC=CC=C4N3)(C5=C(C=C6C(=C5)C78CCN9C7C(C=CC9)(C(C(C8N6C)(C(=O)OC)O)OC(=O)C)CC)OC)C(=O)OC)O.OS(=O)(=O)O. Cell line: NCI-H460. Synergy scores: CSS=30.8, Synergy_ZIP=4.00, Synergy_Bliss=3.79, Synergy_Loewe=-1.80, Synergy_HSA=4.54. (2) Drug 1: C1=C(C(=O)NC(=O)N1)F. Drug 2: C1CCC(C(C1)N)N.C(=O)(C(=O)[O-])[O-].[Pt+4]. Cell line: A549. Synergy scores: CSS=51.6, Synergy_ZIP=3.48, Synergy_Bliss=-0.457, Synergy_Loewe=2.40, Synergy_HSA=3.66. (3) Drug 1: C1=NC(=NC(=O)N1C2C(C(C(O2)CO)O)O)N. Drug 2: CC1CCC2CC(C(=CC=CC=CC(CC(C(=O)C(C(C(=CC(C(=O)CC(OC(=O)C3CCCCN3C(=O)C(=O)C1(O2)O)C(C)CC4CCC(C(C4)OC)OCCO)C)C)O)OC)C)C)C)OC. Cell line: NCI-H226. Synergy scores: CSS=20.6, Synergy_ZIP=-3.44, Synergy_Bliss=-0.136, Synergy_Loewe=0.220, Synergy_HSA=0.179.